From a dataset of Forward reaction prediction with 1.9M reactions from USPTO patents (1976-2016). Predict the product of the given reaction. (1) Given the reactants [CH:1]([O:4][C:5](=[O:18])[N:6]([CH3:17])[CH2:7][CH2:8][CH2:9][NH:10]C(=O)C(F)(F)F)([CH3:3])[CH3:2].C(=O)([O-])[O-].[K+].[K+], predict the reaction product. The product is: [CH:1]([O:4][C:5](=[O:18])[N:6]([CH2:7][CH2:8][CH2:9][NH2:10])[CH3:17])([CH3:3])[CH3:2]. (2) Given the reactants O[C:2](=[CH:8][C:9]1[CH:14]=[CH:13][CH:12]=[CH:11][CH:10]=1)[C:3]([O:5]CC)=[O:4].[OH-].[K+].S([O:27][CH2:28][C:29]1([CH2:33][CH3:34])[CH2:32][O:31][CH2:30]1)(C1C=CC(C)=CC=1)(=O)=O, predict the reaction product. The product is: [CH2:33]([C:29]1([CH2:28][O:27][C:12]2[CH:11]=[CH:10][C:9]([CH:8]=[CH:2][C:3]([OH:5])=[O:4])=[CH:14][CH:13]=2)[CH2:32][O:31][CH2:30]1)[CH3:34]. (3) Given the reactants [Br:1][C:2]1[CH:3]=[C:4]2[C:8](=[C:9]([C:11](O)=[O:12])[CH:10]=1)[NH:7][CH:6]=[C:5]2[CH:14]1[CH2:19][CH2:18][S:17](=[O:21])(=[O:20])[CH:16]([CH:22]([CH3:24])[CH3:23])[CH2:15]1.O[N:26]1C2C=CC=CC=2N=N1.C(N=C=NCCCN(C)C)C.N.O1CCOCC1, predict the reaction product. The product is: [Br:1][C:2]1[CH:3]=[C:4]2[C:8](=[C:9]([C:11]([NH2:26])=[O:12])[CH:10]=1)[NH:7][CH:6]=[C:5]2[CH:14]1[CH2:19][CH2:18][S:17](=[O:21])(=[O:20])[CH:16]([CH:22]([CH3:24])[CH3:23])[CH2:15]1.